Dataset: Reaction yield outcomes from USPTO patents with 853,638 reactions. Task: Predict the reaction yield, written as a fraction of the theoretical maximum amount of product (1.0 means a 100% yield; for example, 0.34 means a 34% yield). (1) The reactants are [CH3:1][O:2][C:3]1[CH:8]=[CH:7][C:6]([C:9]([F:12])([F:11])[F:10])=[CH:5][C:4]=1[N:13]=[C:14]=[O:15].[NH2:16][C:17]1[CH:34]=[CH:33][C:20]([O:21][C:22]2[CH:23]=[C:24]3[C:28](=[CH:29][CH:30]=2)[C:27](=[O:31])[NH:26][C:25]3=[O:32])=[CH:19][CH:18]=1.CO. The catalyst is C(Cl)Cl. The product is [CH3:1][O:2][C:3]1[CH:8]=[CH:7][C:6]([C:9]([F:12])([F:11])[F:10])=[CH:5][C:4]=1[NH:13][C:14]([NH:16][C:17]1[CH:18]=[CH:19][C:20]([O:21][C:22]2[CH:23]=[C:24]3[C:28](=[CH:29][CH:30]=2)[C:27](=[O:31])[NH:26][C:25]3=[O:32])=[CH:33][CH:34]=1)=[O:15]. The yield is 0.960. (2) The reactants are Br[C:2]1[CH:7]=[CH:6][C:5]([O:8][CH3:9])=[CH:4][CH:3]=1.[NH2:10][C:11]1[CH:12]=[C:13]([CH:16]=[CH:17][CH:18]=1)[C:14]#[N:15]. No catalyst specified. The product is [CH3:9][O:8][C:5]1[CH:6]=[CH:7][C:2]([NH:10][C:11]2[CH:12]=[C:13]([CH:16]=[CH:17][CH:18]=2)[C:14]#[N:15])=[CH:3][CH:4]=1. The yield is 0.550. (3) The reactants are [Cl-].[Al+3].[Cl-].[Cl-].[C:5](Cl)(=[O:7])[CH3:6].[Cl:9][C:10]1[CH:19]=[CH:18][C:17]([CH3:20])=[C:16]2[C:11]=1[C:12]([CH3:22])([CH3:21])[CH2:13][CH2:14][S:15]2. The catalyst is C(Cl)Cl. The product is [C:5]([C:19]1[C:10]([Cl:9])=[C:11]2[C:16](=[C:17]([CH3:20])[CH:18]=1)[S:15][CH2:14][CH2:13][C:12]2([CH3:22])[CH3:21])(=[O:7])[CH3:6]. The yield is 0.560. (4) The reactants are [Br:1][C:2]1[CH:3]=[C:4]([C:11]([O:13][CH3:14])=[O:12])[C:5]2[CH:6]=[CH:7][NH:8][C:9]=2[CH:10]=1.[Cl-].C(C[P+](C)(C)C)#N.[CH:23]1(O)[CH2:26][CH2:25][CH2:24]1.[H-].[Na+]. The catalyst is C1COCC1.CCOC(C)=O.CCCCCC. The product is [Br:1][C:2]1[CH:3]=[C:4]([C:11]([O:13][CH3:14])=[O:12])[C:5]2[CH:6]=[CH:7][N:8]([CH:23]3[CH2:26][CH2:25][CH2:24]3)[C:9]=2[CH:10]=1. The yield is 0.250. (5) The reactants are CN(C(ON1N=NC2C=CC=NC1=2)=[N+](C)C)C.F[P-](F)(F)(F)(F)F.[Cl:25][C:26]1[CH:34]=[CH:33][C:29]([C:30]([OH:32])=O)=[C:28]([NH:35][C:36]([NH:38][C:39]2[C:44]([CH3:45])=[CH:43][CH:42]=[CH:41][C:40]=2[CH3:46])=[O:37])[CH:27]=1.Cl.[NH2:48][C@H:49]([C:55]([O:57][CH3:58])=[O:56])[CH2:50][C:51]([O:53][CH3:54])=[O:52].C(N(C(C)C)CC)(C)C. The catalyst is CN(C=O)C.C(OCC)(=O)C.CCCCCC.C(OCC)(=O)C. The product is [Cl:25][C:26]1[CH:34]=[CH:33][C:29]([C:30]([NH:48][C@H:49]([C:55]([O:57][CH3:58])=[O:56])[CH2:50][C:51]([O:53][CH3:54])=[O:52])=[O:32])=[C:28]([NH:35][C:36]([NH:38][C:39]2[C:44]([CH3:45])=[CH:43][CH:42]=[CH:41][C:40]=2[CH3:46])=[O:37])[CH:27]=1. The yield is 0.550. (6) The product is [Br:1][C:2]1[C:3]2[CH2:4][CH:5]3[CH2:14][NH:13][CH2:12][CH2:11][N:6]3[C:7]=2[CH:8]=[CH:9][CH:10]=1. The catalyst is C1COCC1. The reactants are [Br:1][C:2]1[C:3]2[CH:4]=[C:5]3[CH2:14][NH:13][CH2:12][CH2:11][N:6]3[C:7]=2[CH:8]=[CH:9][CH:10]=1.FC(F)(F)C(O)=O.[BH4-].[Na+].[OH-].[Na+]. The yield is 0.680. (7) The catalyst is O1CCOCC1.C([O-])(=O)C.[Pd+2].C([O-])(=O)C. The product is [C:19]([C:16]1([C:11]2[CH:12]=[CH:13][CH:14]=[CH:15][C:10]=2[CH2:9][CH2:8][C:6]2[C:5]([Cl:22])=[CH:4][N:3]=[C:2]([NH:23][C:24]3[CH:29]=[CH:28][C:27]([CH:30]([NH:32][C:33](=[O:39])[O:34][C:35]([CH3:38])([CH3:37])[CH3:36])[CH3:31])=[CH:26][CH:25]=3)[N:7]=2)[CH2:18][CH2:17]1)(=[O:20])[NH2:21]. The yield is 0.120. The reactants are Cl[C:2]1[N:7]=[C:6]([CH2:8][CH2:9][C:10]2[CH:15]=[CH:14][CH:13]=[CH:12][C:11]=2[C:16]2([C:19]([NH2:21])=[O:20])[CH2:18][CH2:17]2)[C:5]([Cl:22])=[CH:4][N:3]=1.[NH2:23][C:24]1[CH:29]=[CH:28][C:27]([CH:30]([NH:32][C:33](=[O:39])[O:34][C:35]([CH3:38])([CH3:37])[CH3:36])[CH3:31])=[CH:26][CH:25]=1.CC1(C)C2C(=C(P(C3C=CC=CC=3)C3C=CC=CC=3)C=CC=2)OC2C(P(C3C=CC=CC=3)C3C=CC=CC=3)=CC=CC1=2.C([O-])([O-])=O.[Cs+].[Cs+]. (8) The reactants are [NH2:1][C@@:2]12[N:9]([CH3:10])[C@@H:6]([CH2:7][CH2:8]1)[CH2:5][CH2:4][CH2:3]2.ClC(Cl)C.[F:15][C:16]([F:21])([F:20])[C:17]([OH:19])=[O:18]. The catalyst is O.CO. The product is [OH:19][C:17]([C:16]([F:21])([F:20])[F:15])=[O:18].[NH2:1][C@@:2]12[N:9]([CH3:10])[C@@H:6]([CH2:7][CH2:8]1)[CH2:5][CH2:4][CH2:3]2. The yield is 1.00.